This data is from Reaction yield outcomes from USPTO patents with 853,638 reactions. The task is: Predict the reaction yield, written as a fraction of the theoretical maximum amount of product (1.0 means a 100% yield; for example, 0.34 means a 34% yield). (1) The reactants are [Cl:1][C:2]1[CH:7]=[C:6]([Cl:8])[C:5]([CH3:9])=[CH:4][C:3]=1[S:10]([NH:13][C:14]1[N:15]=[N:16][C:17](Cl)=[CH:18][CH:19]=1)(=[O:12])=[O:11].NC1N=NC(Cl)=CC=1.ClC1C=C(Cl)C(C)=CC=1S(Cl)(=O)=O.[N:42]1([S:48]([C:51]2[CH:56]=[CH:55][C:54]([SH:57])=[CH:53][CH:52]=2)(=[O:50])=[O:49])[CH2:47][CH2:46][CH2:45][CH2:44][CH2:43]1.CC(C)([O-])C.[K+].O(C1C=CC=CC=1P(C1C=CC=CC=1)C1C=CC=CC=1)C1C=CC=CC=1P(C1C=CC=CC=1)C1C=CC=CC=1. The catalyst is CN1CCCC1=O.C1C=CC(/C=C/C(/C=C/C2C=CC=CC=2)=O)=CC=1.C1C=CC(/C=C/C(/C=C/C2C=CC=CC=2)=O)=CC=1.C1C=CC(/C=C/C(/C=C/C2C=CC=CC=2)=O)=CC=1.[Pd].[Pd].C(OCC)(=O)C. The product is [Cl:1][C:2]1[CH:7]=[C:6]([Cl:8])[C:5]([CH3:9])=[CH:4][C:3]=1[S:10]([NH:13][C:14]1[N:15]=[N:16][C:17]([S:57][C:54]2[CH:53]=[CH:52][C:51]([S:48]([N:42]3[CH2:47][CH2:46][CH2:45][CH2:44][CH2:43]3)(=[O:49])=[O:50])=[CH:56][CH:55]=2)=[CH:18][CH:19]=1)(=[O:12])=[O:11]. The yield is 0.200. (2) The reactants are [CH2:1]([O:3][C:4]([C:6]1[CH:7]=[N:8][C:9]2[C:14]([C:15]=1Cl)=[CH:13][C:12]([F:17])=[CH:11][C:10]=2[O:18][CH3:19])=[O:5])[CH3:2].[CH:20]1([NH2:25])[CH2:24][CH2:23][CH2:22][CH2:21]1. No catalyst specified. The product is [CH2:1]([O:3][C:4]([C:6]1[CH:7]=[N:8][C:9]2[C:14]([C:15]=1[NH:25][CH:20]1[CH2:24][CH2:23][CH2:22][CH2:21]1)=[CH:13][C:12]([F:17])=[CH:11][C:10]=2[O:18][CH3:19])=[O:5])[CH3:2]. The yield is 1.00. (3) The reactants are [CH2:1]([C:4]1([S:7]([N:10]2[C:14]3=[CH:15][C:16]4[S:20][N:19]=[N:18][C:17]=4[C:21]([F:22])=[C:13]3[N:12]([C:23]3[CH:28]=[CH:27][C:26]([Br:29])=[CH:25][C:24]=3[Cl:30])C2=O)(=[O:9])=[O:8])[CH2:6][CH2:5]1)[CH:2]=C.C[Si](C)(C)[O-:34].[K+].C1[CH2:42][O:41]CC1. No catalyst specified. The product is [Br:29][C:26]1[CH:27]=[CH:28][C:23]([NH:12][C:13]2[C:14]([NH:10][S:7]([C:4]3([CH2:1][CH:2]([OH:34])[CH2:42][OH:41])[CH2:5][CH2:6]3)(=[O:8])=[O:9])=[CH:15][C:16]3[S:20][N:19]=[N:18][C:17]=3[C:21]=2[F:22])=[C:24]([Cl:30])[CH:25]=1. The yield is 0.945. (4) The reactants are [CH2:1]([N:5]([C:10]1[CH:15]=[CH:14][C:13]([O:16][CH3:17])=[CH:12][CH:11]=1)[C:6](=[O:9])[CH:7]=[CH2:8])[CH2:2]C=C. The catalyst is C(Cl)Cl.Cl[Ru](=CC1C=CC=CC=1)([P](C1CCCCC1)(C1CCCCC1)C1CCCCC1)([P](C1CCCCC1)(C1CCCCC1)C1CCCCC1)Cl. The product is [CH3:17][O:16][C:13]1[CH:12]=[CH:11][C:10]([N:5]2[CH2:1][CH2:2][CH:8]=[CH:7][C:6]2=[O:9])=[CH:15][CH:14]=1. The yield is 0.980. (5) The reactants are C(O[C:4](=[N:6][C:7](=O)[C:8]1[CH:13]=[CH:12][CH:11]=[CH:10][C:9]=1[O:14][CH3:15])[CH3:5])C.Cl.[NH:18]([C:20]1[CH:25]=[CH:24][C:23]([S:26]([NH2:29])(=[O:28])=[O:27])=[CH:22][CH:21]=1)[NH2:19].C(N(CC)CC)C.O. The catalyst is ClCCl.CO. The product is [CH3:15][O:14][C:9]1[CH:10]=[CH:11][CH:12]=[CH:13][C:8]=1[C:7]1[N:18]([C:20]2[CH:21]=[CH:22][C:23]([S:26]([NH2:29])(=[O:28])=[O:27])=[CH:24][CH:25]=2)[N:19]=[C:4]([CH3:5])[N:6]=1. The yield is 0.120. (6) The reactants are [N:1]1[CH:6]=[CH:5][CH:4]=[CH:3][C:2]=1[C:7]1[C:11]([C:12]([F:15])([F:14])[F:13])=[C:10]([C:16]2(O)[O:20][N:19]=[C:18]3[C:21]4[C:26]([CH2:27][CH2:28][CH:17]23)=[CH:25][C:24]([CH:29]=[CH2:30])=[CH:23][CH:22]=4)[O:9][N:8]=1.S(Cl)(Cl)=O.N1C=CC=CC=1. The catalyst is C1(C)C=CC=CC=1. The product is [N:1]1[CH:6]=[CH:5][CH:4]=[CH:3][C:2]=1[C:7]1[C:11]([C:12]([F:14])([F:15])[F:13])=[C:10]([C:16]2[O:20][N:19]=[C:18]3[C:21]4[C:26]([CH2:27][CH2:28][C:17]=23)=[CH:25][C:24]([CH:29]=[CH2:30])=[CH:23][CH:22]=4)[O:9][N:8]=1. The yield is 0.640. (7) The reactants are B(Br)(Br)Br.[Cl:5][C:6]1[CH:11]=[CH:10][C:9]([CH2:12][C:13]#[N:14])=[CH:8][C:7]=1[O:15]C.O. The catalyst is C(Cl)Cl. The product is [Cl:5][C:6]1[CH:11]=[CH:10][C:9]([CH2:12][C:13]#[N:14])=[CH:8][C:7]=1[OH:15]. The yield is 0.850.